From a dataset of Forward reaction prediction with 1.9M reactions from USPTO patents (1976-2016). Predict the product of the given reaction. The product is: [NH:28]1[CH:27]=[C:26]([CH2:25][CH2:24][NH:23][C:2]2[N:11]=[C:10]([N:12]([C:14]3[CH:19]=[CH:18][C:17]([O:20][CH3:21])=[CH:16][CH:15]=3)[CH3:13])[C:9]3[C:4](=[CH:5][CH:6]=[CH:7][CH:8]=3)[N:3]=2)[N:30]=[CH:29]1. Given the reactants Cl[C:2]1[N:11]=[C:10]([N:12]([C:14]2[CH:19]=[CH:18][C:17]([O:20][CH3:21])=[CH:16][CH:15]=2)[CH3:13])[C:9]2[C:4](=[CH:5][CH:6]=[CH:7][CH:8]=2)[N:3]=1.Cl.[NH2:23][CH2:24][CH2:25][C:26]1[N:30]=[CH:29][NH:28][CH:27]=1, predict the reaction product.